This data is from Forward reaction prediction with 1.9M reactions from USPTO patents (1976-2016). The task is: Predict the product of the given reaction. (1) Given the reactants [H-].[Na+].[Cl:3][C:4]1[CH:5]=[N:6][CH:7]=[C:8]([Cl:25])[C:9]=1[NH:10][C:11]1[C:20]2[C:15](=[C:16]([OH:23])[C:17]([O:21][CH3:22])=[CH:18][CH:19]=2)[NH:14][C:13](=[O:24])[CH:12]=1.Br[CH2:27][CH2:28][CH2:29][CH2:30][CH2:31][C:32]([O:34][CH2:35][CH3:36])=[O:33], predict the reaction product. The product is: [Cl:3][C:4]1[CH:5]=[N:6][CH:7]=[C:8]([Cl:25])[C:9]=1[NH:10][C:11]1[C:20]2[C:15](=[C:16]([O:23][CH2:27][CH2:28][CH2:29][CH2:30][CH2:31][C:32]([O:34][CH2:35][CH3:36])=[O:33])[C:17]([O:21][CH3:22])=[CH:18][CH:19]=2)[NH:14][C:13](=[O:24])[CH:12]=1. (2) Given the reactants [H-].[Na+].[CH3:3][O:4][C:5](=O)[C:6]([CH3:11])([CH3:10])[CH2:7][O:8]C.[C:13](#[N:15])[CH3:14].Cl, predict the reaction product. The product is: [CH3:3][O:4][CH2:5][C:6]([CH3:11])([CH3:10])[C:7](=[O:8])[CH2:14][C:13]#[N:15]. (3) Given the reactants CC(C)(C)C([O:5][CH2:6][C@@H:7]1[C@@H:12]([O:13]C(=O)C(C)(C)C)[C@H:11]([O:20]C(=O)C(C)(C)C)[C@H:10]([O:27]C(=O)C(C)(C)C)[C@@H:9]([C:34]2[CH:39]=[CH:38][CH:37]=[C:36](Br)[C:35]=2[CH2:41][CH3:42])[O:8]1)=O.[CH3:45][C:46]1[O:50][C:49]([C:51]2[CH:56]=[CH:55][C:54](B(O)O)=[CH:53][CH:52]=2)=[N:48][N:47]=1.C[O-].[Na+].CO, predict the reaction product. The product is: [CH2:41]([C:35]1[C:36]([C:54]2[CH:55]=[CH:56][C:51]([C:49]3[O:50][C:46]([CH3:45])=[N:47][N:48]=3)=[CH:52][CH:53]=2)=[CH:37][CH:38]=[CH:39][C:34]=1[C@@H:9]1[C@@H:10]([OH:27])[C@@H:11]([OH:20])[C@H:12]([OH:13])[C@@H:7]([CH2:6][OH:5])[O:8]1)[CH3:42]. (4) Given the reactants [F:1][C:2]([F:35])([F:34])[C:3]1[CH:4]=[C:5]([C:13]([N:15]2[CH2:20][CH2:19][C@H:18]([N:21]3[CH2:26][CH2:25][NH:24][CH2:23][CH2:22]3)[C@H:17]([C:27]3[CH:32]=[CH:31][C:30]([F:33])=[CH:29][CH:28]=3)[CH2:16]2)=[O:14])[CH:6]=[C:7]([C:9]([F:12])([F:11])[F:10])[CH:8]=1.Br[CH2:37][CH:38]1[CH2:40][CH2:39]1, predict the reaction product. The product is: [F:11][C:9]([F:10])([F:12])[C:7]1[CH:6]=[C:5]([C:13]([N:15]2[CH2:20][CH2:19][C@H:18]([N:21]3[CH2:22][CH2:23][N:24]([CH2:37][CH:38]4[CH2:40][CH2:39]4)[CH2:25][CH2:26]3)[C@H:17]([C:27]3[CH:28]=[CH:29][C:30]([F:33])=[CH:31][CH:32]=3)[CH2:16]2)=[O:14])[CH:4]=[C:3]([C:2]([F:1])([F:34])[F:35])[CH:8]=1. (5) Given the reactants C[O:2][C:3]([C:5]1([C:25]2[CH:30]=[CH:29][CH:28]=[CH:27][CH:26]=2)[CH2:10][CH2:9][N:8]([C:11](=[O:24])[C:12]2[CH:17]=[CH:16][C:15]([C:18]3[O:22][N:21]=[C:20]([CH3:23])[N:19]=3)=[CH:14][CH:13]=2)[CH2:7][CH2:6]1)=[O:4].[OH-].[K+].Cl, predict the reaction product. The product is: [CH3:23][C:20]1[N:19]=[C:18]([C:15]2[CH:14]=[CH:13][C:12]([C:11]([N:8]3[CH2:9][CH2:10][C:5]([C:25]4[CH:26]=[CH:27][CH:28]=[CH:29][CH:30]=4)([C:3]([OH:4])=[O:2])[CH2:6][CH2:7]3)=[O:24])=[CH:17][CH:16]=2)[O:22][N:21]=1.